From a dataset of Reaction yield outcomes from USPTO patents with 853,638 reactions. Predict the reaction yield, written as a fraction of the theoretical maximum amount of product (1.0 means a 100% yield; for example, 0.34 means a 34% yield). (1) The reactants are F.F.F.[CH3:4][N:5]([CH3:36])[O:6][CH2:7][CH2:8][O:9][C@:10]1(CCN)[C@:14](CCN)([OH:15])[C@@H:13]([CH2:19][OH:20])[O:12][C@@:11]1(CCN)[N:21]1[CH:28]=[C:27]([CH3:29])[C:25](=[O:26])[NH:24][C:22]1=[O:23].[Si](OC[C@H]1O[C@@H](N2C=C(C)C(=O)NC2=O)[C@H](OCCON(C)C)[C@@H]1O)(C(C)(C)C)(C1C=CC=CC=1)C1C=CC=CC=1.CO. The catalyst is C1COCC1.C(Cl)Cl. The product is [CH3:4][N:5]([CH3:36])[O:6][CH2:7][CH2:8][O:9][C@@H:10]1[C@H:14]([OH:15])[C@@H:13]([CH2:19][OH:20])[O:12][C@H:11]1[N:21]1[CH:28]=[C:27]([CH3:29])[C:25](=[O:26])[NH:24][C:22]1=[O:23]. The yield is 0.925. (2) The reactants are [NH2:1][C:2]([NH2:4])=[S:3].Br[CH:6]([C:31]1[CH:36]=[CH:35][C:34]([Cl:37])=[CH:33][CH:32]=1)[C:7]([C:9]1[CH:10]=[C:11]([C:27]([NH:29][CH3:30])=[O:28])[C:12](=[O:26])[N:13]([C:16]2[CH:21]=[CH:20][CH:19]=[C:18]([C:22]([F:25])([F:24])[F:23])[CH:17]=2)[C:14]=1[CH3:15])=O. The yield is 0.350. The product is [NH2:1][C:2]1[S:3][C:6]([C:31]2[CH:32]=[CH:33][C:34]([Cl:37])=[CH:35][CH:36]=2)=[C:7]([C:9]2[CH:10]=[C:11]([C:27]([NH:29][CH3:30])=[O:28])[C:12](=[O:26])[N:13]([C:16]3[CH:21]=[CH:20][CH:19]=[C:18]([C:22]([F:24])([F:23])[F:25])[CH:17]=3)[C:14]=2[CH3:15])[N:4]=1. The catalyst is C(#N)C. (3) The reactants are [NH:1]1[CH2:5][CH2:4][C@@H:3]([NH:6][C:7](=[O:13])[O:8][C:9]([CH3:12])([CH3:11])[CH3:10])[CH2:2]1.N1C=CC=CC=1.[Cl:20][C:21](Cl)([O:23]C(=O)OC(Cl)(Cl)Cl)Cl. The catalyst is C(Cl)Cl. The product is [Cl:20][C:21]([N:1]1[CH2:5][CH2:4][C@@H:3]([NH:6][C:7](=[O:13])[O:8][C:9]([CH3:10])([CH3:12])[CH3:11])[CH2:2]1)=[O:23]. The yield is 0.980. (4) The reactants are [C:1]([C:5]1[CH:6]=[C:7]([CH:10]=[C:11]([C:14]([CH3:17])([CH3:16])[CH3:15])[C:12]=1[OH:13])[CH:8]=O)([CH3:4])([CH3:3])[CH3:2].[N+:18]([C:21]1[CH:26]=[CH:25][C:24]([CH2:27][C:28]#[N:29])=[CH:23][CH:22]=1)([O-:20])=[O:19]. No catalyst specified. The product is [C:1]([C:5]1[CH:6]=[C:7]([CH:8]=[C:27]([C:24]2[CH:23]=[CH:22][C:21]([N+:18]([O-:20])=[O:19])=[CH:26][CH:25]=2)[C:28]#[N:29])[CH:10]=[C:11]([C:14]([CH3:17])([CH3:16])[CH3:15])[C:12]=1[OH:13])([CH3:4])([CH3:3])[CH3:2]. The yield is 0.620. (5) The yield is 0.710. The reactants are Cl[C:2]([O:4][C:5]1[CH:10]=[CH:9][C:8]([N+:11]([O-:13])=[O:12])=[CH:7][CH:6]=1)=[O:3].[CH3:14][N:15]1[CH2:20][CH2:19][N:18]([CH2:21][CH2:22][OH:23])[CH2:17][CH2:16]1.CN1CCOCC1. The catalyst is C(Cl)Cl. The product is [C:2](=[O:3])([O:4][C:5]1[CH:6]=[CH:7][C:8]([N+:11]([O-:13])=[O:12])=[CH:9][CH:10]=1)[O:23][CH2:22][CH2:21][N:18]1[CH2:19][CH2:20][N:15]([CH3:14])[CH2:16][CH2:17]1. (6) The reactants are [CH2:1]([O:8][C:9]1[CH:18]=[C:17]2[C:12]([C:13](Cl)=[CH:14][CH:15]=[N:16]2)=[CH:11][C:10]=1[O:20][CH3:21])[C:2]1[CH:7]=[CH:6][CH:5]=[CH:4][CH:3]=1.[CH:22]1[C:27]([N+:28]([O-:30])=[O:29])=[CH:26][CH:25]=[C:24]([OH:31])[CH:23]=1. The catalyst is C1(C)C(C)=CC=CC=1.C(N(C(C)C)C(C)C)C.CCO. The product is [CH2:1]([O:8][C:9]1[CH:18]=[C:17]2[C:12]([C:13]([O:31][C:24]3[CH:23]=[CH:22][C:27]([N+:28]([O-:30])=[O:29])=[CH:26][CH:25]=3)=[CH:14][CH:15]=[N:16]2)=[CH:11][C:10]=1[O:20][CH3:21])[C:2]1[CH:7]=[CH:6][CH:5]=[CH:4][CH:3]=1. The yield is 0.843. (7) The reactants are Br[C:2]1[CH:3]=[C:4]([S:8]([NH:11][C:12]2[CH:21]=[CH:20][C:15]([C:16]([O:18][CH3:19])=[O:17])=[C:14]([OH:22])[CH:13]=2)(=[O:10])=[O:9])[S:5][C:6]=1[Cl:7].[F:23][C:24]1[CH:25]=[C:26](B(O)O)[CH:27]=[CH:28][C:29]=1[O:30][CH3:31]. No catalyst specified. The product is [Cl:7][C:6]1[S:5][C:4]([S:8]([NH:11][C:12]2[CH:21]=[CH:20][C:15]([C:16]([O:18][CH3:19])=[O:17])=[C:14]([OH:22])[CH:13]=2)(=[O:10])=[O:9])=[CH:3][C:2]=1[C:26]1[CH:27]=[CH:28][C:29]([O:30][CH3:31])=[C:24]([F:23])[CH:25]=1. The yield is 0.380.